Task: Predict the product of the given reaction.. Dataset: Forward reaction prediction with 1.9M reactions from USPTO patents (1976-2016) (1) Given the reactants [F:1][C:2]1[CH:3]=[C:4]([C:8]2[CH2:12][C:11]([C:14]([F:17])([F:16])[F:15])(O)[O:10][N:9]=2)[CH:5]=[CH:6][CH:7]=1.C1(C2CC(O)(C(F)(F)F)ON=2)C=CC=CC=1, predict the reaction product. The product is: [F:1][C:2]1[CH:3]=[C:4]([C:8]2[CH:12]=[C:11]([C:14]([F:15])([F:16])[F:17])[O:10][N:9]=2)[CH:5]=[CH:6][CH:7]=1. (2) Given the reactants I[C:2]1[CH:7]=[CH:6][C:5]([C:8]2[CH:13]=[CH:12][CH:11]=[CH:10][C:9]=2[N+:14]([O-:16])=[O:15])=[CH:4][CH:3]=1.[NH:17]1[CH:21]=[CH:20][CH:19]=[N:18]1.C([O-])([O-])=O.[K+].[K+].[C@@H]1(N)CCCC[C@H]1N, predict the reaction product. The product is: [N+:14]([C:9]1[CH:10]=[CH:11][CH:12]=[CH:13][C:8]=1[C:5]1[CH:6]=[CH:7][C:2]([N:17]2[CH:21]=[CH:20][CH:19]=[N:18]2)=[CH:3][CH:4]=1)([O-:16])=[O:15]. (3) Given the reactants C[O:2][C:3]1[CH:4]=[CH:5][CH:6]=[C:7]2[C:12]=1[CH2:11][NH:10][CH2:9][CH2:8]2.Br, predict the reaction product. The product is: [CH2:11]1[C:12]2[C:7](=[CH:6][CH:5]=[CH:4][C:3]=2[OH:2])[CH2:8][CH2:9][NH:10]1. (4) Given the reactants Cl.[NH2:2][C@H:3]1[CH2:8][CH2:7][C@H:6]([NH:9][C:10](=[O:12])[CH3:11])[CH2:5][CH2:4]1.CCN(C(C)C)C(C)C.F[C:23]1[CH:24]=[C:25]([CH2:32][OH:33])[CH:26]=[CH:27][C:28]=1[N+:29]([O-:31])=[O:30], predict the reaction product. The product is: [OH:33][CH2:32][C:25]1[CH:26]=[CH:27][C:28]([N+:29]([O-:31])=[O:30])=[C:23]([NH:2][C@H:3]2[CH2:4][CH2:5][C@H:6]([NH:9][C:10](=[O:12])[CH3:11])[CH2:7][CH2:8]2)[CH:24]=1.